Dataset: Full USPTO retrosynthesis dataset with 1.9M reactions from patents (1976-2016). Task: Predict the reactants needed to synthesize the given product. (1) The reactants are: [NH2:1][C:2]1[N:7]=[CH:6][C:5]([N:8]2[CH2:13][CH2:12][N:11]([C:14]([C:16]3[CH:21]=[CH:20][CH:19]=[CH:18][C:17]=3[C:22]([F:25])([F:24])[F:23])=[O:15])[CH2:10][CH2:9]2)=[CH:4][CH:3]=1.[CH2:26]([S:32](Cl)(=[O:34])=[O:33])[CH2:27][CH2:28][CH2:29][CH2:30][CH3:31]. Given the product [F:23][C:22]([F:25])([F:24])[C:17]1[CH:18]=[CH:19][CH:20]=[CH:21][C:16]=1[C:14]([N:11]1[CH2:10][CH2:9][N:8]([C:5]2[CH:4]=[CH:3][C:2]([NH:1][S:32]([CH2:26][CH2:27][CH2:28][CH2:29][CH2:30][CH3:31])(=[O:34])=[O:33])=[N:7][CH:6]=2)[CH2:13][CH2:12]1)=[O:15], predict the reactants needed to synthesize it. (2) Given the product [NH2:22][C:18]1[NH:19][C:20](=[O:21])[C:15]2[CH:14]=[C:13]([CH2:12][CH2:11][CH2:10][C:8]3[S:7][CH:6]=[C:5]([C:3]([OH:4])=[O:2])[CH:9]=3)[NH:23][C:16]=2[N:17]=1, predict the reactants needed to synthesize it. The reactants are: C[O:2][C:3]([C:5]1[CH:9]=[C:8]([CH2:10][CH2:11][CH2:12][C:13]2[NH:23][C:16]3[N:17]=[C:18]([NH2:22])[NH:19][C:20](=[O:21])[C:15]=3[CH:14]=2)[S:7][CH:6]=1)=[O:4].[OH-].[Na+].C(Cl)(Cl)Cl.CO. (3) Given the product [Cl:1][C:2]1[CH:3]=[CH:4][C:5]([C:8]2[NH:13][C:12](=[O:14])[CH:11]=[CH:10][N:9]=2)=[CH:6][CH:7]=1, predict the reactants needed to synthesize it. The reactants are: [Cl:1][C:2]1[CH:7]=[CH:6][C:5]([C:8]2[N:13]=[C:12]([O:14]C)[CH:11]=[CH:10][N:9]=2)=[CH:4][CH:3]=1.Cl. (4) The reactants are: Cl[C:2]1[N:7]=[CH:6][N:5]=[C:4]([NH:8][C:9]2[CH:14]=[CH:13][CH:12]=[C:11]([CH2:15][S:16]([CH3:19])(=[O:18])=[O:17])[CH:10]=2)[N:3]=1.[F:20][C:21]1[CH:26]=[CH:25][C:24](B(O)O)=[C:23]([O:30][CH:31]([CH3:33])[CH3:32])[CH:22]=1. Given the product [F:20][C:21]1[CH:26]=[CH:25][C:24]([C:2]2[N:7]=[CH:6][N:5]=[C:4]([NH:8][C:9]3[CH:14]=[CH:13][CH:12]=[C:11]([CH2:15][S:16]([CH3:19])(=[O:18])=[O:17])[CH:10]=3)[N:3]=2)=[C:23]([O:30][CH:31]([CH3:33])[CH3:32])[CH:22]=1, predict the reactants needed to synthesize it. (5) Given the product [N:33]1([C:30]2[CH:31]=[CH:32][C:9]([NH:8][C:6]([C:5]3[CH:4]=[C:3]([CH:41]=[CH:40][CH:39]=3)[CH2:2][S:48][C:49]3[CH:50]=[C:51]([CH2:55][C:56]([OH:58])=[O:57])[CH:52]=[CH:53][CH:54]=3)=[O:7])=[C:10]([C:11](=[O:12])[NH:13][C:14]3[CH:18]=[CH:17][N:16]([C:19]4[CH:24]=[CH:23][CH:22]=[C:21]([C:25]([F:27])([F:28])[F:26])[CH:20]=4)[N:15]=3)[CH:29]=2)[CH2:38][CH2:37][CH2:36][CH2:35][CH2:34]1, predict the reactants needed to synthesize it. The reactants are: Cl[CH2:2][C:3]1[CH:4]=[C:5]([CH:39]=[CH:40][CH:41]=1)[C:6]([NH:8][C:9]1[CH:32]=[CH:31][C:30]([N:33]2[CH2:38][CH2:37][CH2:36][CH2:35][CH2:34]2)=[CH:29][C:10]=1[C:11]([NH:13][C:14]1[CH:18]=[CH:17][N:16]([C:19]2[CH:24]=[CH:23][CH:22]=[C:21]([C:25]([F:28])([F:27])[F:26])[CH:20]=2)[N:15]=1)=[O:12])=[O:7].C(=O)([O-])[O-].[K+].[K+].[SH:48][C:49]1[CH:50]=[C:51]([CH2:55][C:56]([OH:58])=[O:57])[CH:52]=[CH:53][CH:54]=1. (6) Given the product [OH:1][CH:2]([CH3:13])[C@@H:3]([NH:5][C:6](=[O:12])[O:7][C:8]([CH3:11])([CH3:10])[CH3:9])[CH3:4], predict the reactants needed to synthesize it. The reactants are: [O:1]=[C:2]([CH3:13])[C@@H:3]([NH:5][C:6](=[O:12])[O:7][C:8]([CH3:11])([CH3:10])[CH3:9])[CH3:4].[BH4-].[Na+]. (7) Given the product [NH:22]1[C:30]2=[N:29][CH:28]=[CH:27][CH:26]=[C:25]2[C:24]([CH:31]=[C:13]2[O:12][C:11]([NH:10][C:7]3[CH:8]=[CH:9][C:4]4[N:3]=[CH:2][S:1][C:5]=4[CH:6]=3)=[C:15]([C:16]([O:18][CH2:19][CH3:20])=[O:17])[C:14]2=[O:21])=[CH:23]1, predict the reactants needed to synthesize it. The reactants are: [S:1]1[C:5]2[CH:6]=[C:7]([NH:10][C:11]3[O:12][CH2:13][C:14](=[O:21])[C:15]=3[C:16]([O:18][CH2:19][CH3:20])=[O:17])[CH:8]=[CH:9][C:4]=2[N:3]=[CH:2]1.[NH:22]1[C:30]2[C:25](=[CH:26][CH:27]=[CH:28][N:29]=2)[C:24]([CH:31]=O)=[CH:23]1.N1CCC[C@H]1C(O)=O. (8) Given the product [ClH:66].[OH:71][CH:69]1[CH2:70][N:67]([C:29](=[O:30])[CH2:28][N:23]2[CH2:22][CH2:21][C:20]3[C:25](=[CH:26][CH:27]=[C:18]([C:15]4[N:14]=[C:13]([C:5]5[CH:6]=[CH:7][C:8]([O:9][CH:10]([CH3:11])[CH3:12])=[C:3]([CH:4]=5)[C:1]#[N:2])[O:17][N:16]=4)[C:19]=3[CH3:32])[CH2:24]2)[CH2:68]1, predict the reactants needed to synthesize it. The reactants are: [C:1]([C:3]1[CH:4]=[C:5]([C:13]2[O:17][N:16]=[C:15]([C:18]3[C:19]([CH3:32])=[C:20]4[C:25](=[CH:26][CH:27]=3)[CH2:24][N:23]([CH2:28][C:29](O)=[O:30])[CH2:22][CH2:21]4)[N:14]=2)[CH:6]=[CH:7][C:8]=1[O:9][CH:10]([CH3:12])[CH3:11])#[N:2].CCN(C(C)C)C(C)C.CN(C(ON1N=NC2C=CC=NC1=2)=[N+](C)C)C.F[P-](F)(F)(F)(F)F.[ClH:66].[NH:67]1[CH2:70][CH:69]([OH:71])[CH2:68]1.Cl. (9) Given the product [Cl:25][C:13]1[CH:14]=[C:15]([C:18]2[CH:23]=[N:22][CH:21]=[C:20]([CH3:24])[N:19]=2)[CH:16]=[CH:17][C:12]=1[C:10]1[C:9](=[O:26])[N:8]([CH2:27][CH3:28])[C:6]2[N:7]=[C:2]([NH:35][CH2:34][CH2:33][CH2:32][O:31][Si:30]([CH3:37])([CH3:36])[CH3:29])[N:3]=[CH:4][C:5]=2[CH:11]=1, predict the reactants needed to synthesize it. The reactants are: Cl[C:2]1[N:3]=[CH:4][C:5]2[CH:11]=[C:10]([C:12]3[CH:17]=[CH:16][C:15]([C:18]4[CH:23]=[N:22][CH:21]=[C:20]([CH3:24])[N:19]=4)=[CH:14][C:13]=3[Cl:25])[C:9](=[O:26])[N:8]([CH2:27][CH3:28])[C:6]=2[N:7]=1.[CH3:29][Si:30]([CH3:37])([CH3:36])[O:31][CH2:32][CH2:33][CH2:34][NH2:35].CCN(CC)CC.